Predict the product of the given reaction. From a dataset of Forward reaction prediction with 1.9M reactions from USPTO patents (1976-2016). (1) Given the reactants [Cl:1][C:2]1[CH:7]=[CH:6][C:5]([C:8]2[CH:9]=[C:10]([NH2:19])[CH:11]=[N:12][C:13]=2[O:14][CH:15]2[CH2:18][CH2:17][CH2:16]2)=[CH:4][CH:3]=1.[CH3:20][C:21]1[O:25][CH:24]=[N:23][C:22]=1[C:26](O)=[O:27], predict the reaction product. The product is: [Cl:1][C:2]1[CH:7]=[CH:6][C:5]([C:8]2[CH:9]=[C:10]([NH:19][C:26]([C:22]3[N:23]=[CH:24][O:25][C:21]=3[CH3:20])=[O:27])[CH:11]=[N:12][C:13]=2[O:14][CH:15]2[CH2:18][CH2:17][CH2:16]2)=[CH:4][CH:3]=1. (2) The product is: [CH3:1][O:2][C:3]1[CH:8]=[C:7]2[C:6]([CH2:9][CH:10]([C:11]3([CH3:14])[CH2:13][CH2:12]3)[N:15]=[CH:16]2)=[CH:5][C:4]=1[O:18][CH2:19][CH2:20][CH2:21][O:22][CH3:23]. Given the reactants [CH3:1][O:2][C:3]1[CH:8]=[CH:7][C:6]([CH2:9][CH:10]([NH:15][CH:16]=O)[C:11]2([CH3:14])[CH2:13][CH2:12]2)=[CH:5][C:4]=1[O:18][CH2:19][CH2:20][CH2:21][O:22][CH3:23].O=P(Cl)(Cl)Cl, predict the reaction product. (3) Given the reactants [F:1][C:2]([F:28])([F:27])[C:3]1[CH:8]=[CH:7][C:6]([C:9]2[C:10]([C:15]([NH:17][C:18]3[CH:19]=[C:20]([C:24]([OH:26])=O)[N:21]([CH3:23])[CH:22]=3)=[O:16])=[CH:11][CH:12]=[CH:13][CH:14]=2)=[CH:5][CH:4]=1.[CH3:29][C:30]1([CH3:44])[CH2:35][CH2:34][N:33]([C:36]2[CH:43]=[CH:42][C:39]([CH2:40][NH2:41])=[CH:38][CH:37]=2)[CH2:32][CH2:31]1.CN(C(ON1N=NC2C=CC=CC1=2)=[N+](C)C)C.[B-](F)(F)(F)F.C(N(CC)CC)C, predict the reaction product. The product is: [CH3:29][C:30]1([CH3:44])[CH2:35][CH2:34][N:33]([C:36]2[CH:37]=[CH:38][C:39]([CH2:40][NH:41][C:24]([C:20]3[N:21]([CH3:23])[CH:22]=[C:18]([NH:17][C:15]([C:10]4[C:9]([C:6]5[CH:5]=[CH:4][C:3]([C:2]([F:28])([F:1])[F:27])=[CH:8][CH:7]=5)=[CH:14][CH:13]=[CH:12][CH:11]=4)=[O:16])[CH:19]=3)=[O:26])=[CH:42][CH:43]=2)[CH2:32][CH2:31]1. (4) Given the reactants Cl[C:2]1[N:24]=[C:5]2[C:6]([NH:10][CH2:11][C:12]3[CH:17]=[CH:16][CH:15]=[CH:14][C:13]=3[N:18]([CH3:23])[S:19]([CH3:22])(=[O:21])=[O:20])=[CH:7][CH:8]=[CH:9][N:4]2[N:3]=1.[CH:25]1[C:34]2[C:29](=[CH:30][C:31]([NH2:35])=[CH:32][CH:33]=2)[CH:28]=[CH:27][N:26]=1.C1(P(C2CCCCC2)C2C=CC=CC=2C2C=CC=CC=2P(C2CCCCC2)C2CCCCC2)CCCCC1, predict the reaction product. The product is: [CH:25]1[C:34]2[C:29](=[CH:30][C:31]([NH:35][C:2]3[N:24]=[C:5]4[C:6]([NH:10][CH2:11][C:12]5[CH:17]=[CH:16][CH:15]=[CH:14][C:13]=5[N:18]([CH3:23])[S:19]([CH3:22])(=[O:21])=[O:20])=[CH:7][CH:8]=[CH:9][N:4]4[N:3]=3)=[CH:32][CH:33]=2)[CH:28]=[CH:27][N:26]=1. (5) Given the reactants [CH3:1][C:2]1[N:6]([C:7]2[CH:12]=[CH:11][CH:10]=[C:9]([C:13]([F:16])([F:15])[F:14])[CH:8]=2)[N:5]=[C:4]([C:17]2[CH:18]=[N:19][CH:20]=[N:21][CH:22]=2)[C:3]=1[C:23]([OH:25])=O.[Br:26][C:27]1[CH:32]=[CH:31][C:30]([N:33]2[C:37]([CH3:38])=[C:36]([C:39](O)=[O:40])[C:35]([C:42]3[CH:43]=[N:44][CH:45]=[N:46][CH:47]=3)=[N:34]2)=[CH:29][C:28]=1[C:48]([F:51])([F:50])[F:49].[N:52]1([CH:57]2[CH2:62][CH2:61][NH:60][CH2:59][CH2:58]2)[CH2:56][CH2:55][CH2:54][CH2:53]1, predict the reaction product. The product is: [Br:26][C:27]1[CH:32]=[CH:31][C:30]([N:33]2[C:37]([CH3:38])=[C:36]([C:39]([N:60]3[CH2:61][CH2:62][CH:57]([N:52]4[CH2:56][CH2:55][CH2:54][CH2:53]4)[CH2:58][CH2:59]3)=[O:40])[C:35]([C:42]3[CH:43]=[N:44][CH:45]=[N:46][CH:47]=3)=[N:34]2)=[CH:29][C:28]=1[C:48]([F:50])([F:49])[F:51].[CH3:1][C:2]1[N:6]([C:7]2[CH:12]=[CH:11][CH:10]=[C:9]([C:13]([F:14])([F:16])[F:15])[CH:8]=2)[N:5]=[C:4]([C:17]2[CH:18]=[N:19][CH:20]=[N:21][CH:22]=2)[C:3]=1[C:23]([N:60]1[CH2:61][CH2:62][CH:57]([N:52]2[CH2:56][CH2:55][CH2:54][CH2:53]2)[CH2:58][CH2:59]1)=[O:25]. (6) Given the reactants O.O.O.[CH3:4][C@H:5]1[N:10]([CH2:11][C:12]([F:15])([F:14])[F:13])[C:9](=[O:16])[C@@H:8]([NH:17][C:18]([C:20]2[CH:21]=[C:22]3[CH2:37][C@@:27]4([C:35]5[C:30](=[N:31][CH:32]=[CH:33][CH:34]=5)[NH:29][C:28]4=[O:36])[CH2:26][C:23]3=[N:24][CH:25]=2)=[O:19])[CH2:7][C@H:6]1[C:38]1[CH:43]=[CH:42][CH:41]=[CH:40][CH:39]=1, predict the reaction product. The product is: [C:9](#[N:10])[CH3:8].[CH3:4][C@H:5]1[N:10]([CH2:11][C:12]([F:15])([F:13])[F:14])[C:9](=[O:16])[C@@H:8]([NH:17][C:18]([C:20]2[CH:21]=[C:22]3[CH2:37][C@@:27]4([C:35]5[C:30](=[N:31][CH:32]=[CH:33][CH:34]=5)[NH:29][C:28]4=[O:36])[CH2:26][C:23]3=[N:24][CH:25]=2)=[O:19])[CH2:7][C@H:6]1[C:38]1[CH:39]=[CH:40][CH:41]=[CH:42][CH:43]=1. (7) Given the reactants Br[C:2]1[CH:3]=[C:4]([C:9]2[O:10][C:11]([CH3:14])=[N:12][N:13]=2)[CH:5]=[CH:6][C:7]=1[CH3:8].[CH3:15][O:16][C:17]([C:19]1[CH:24]=[CH:23][C:22](B(O)O)=[CH:21][CH:20]=1)=[O:18], predict the reaction product. The product is: [CH3:15][O:16][C:17]([C:19]1[CH:24]=[CH:23][C:22]([C:2]2[CH:3]=[C:4]([C:9]3[O:10][C:11]([CH3:14])=[N:12][N:13]=3)[CH:5]=[CH:6][C:7]=2[CH3:8])=[CH:21][CH:20]=1)=[O:18].[CH3:8][C:7]1[CH:6]=[CH:5][C:4]([C:9]2[O:10][C:11]([CH3:14])=[N:12][N:13]=2)=[CH:3][C:2]=1[C:22]1[CH:23]=[CH:24][C:19]([C:17]([O:16][CH3:15])=[O:18])=[CH:20][CH:21]=1.